The task is: Predict which catalyst facilitates the given reaction.. This data is from Catalyst prediction with 721,799 reactions and 888 catalyst types from USPTO. (1) Reactant: Br[CH2:2][C:3]1[S:7][C:6]([Cl:8])=[N:5][C:4]=1[C:9]([O:11][CH2:12][CH3:13])=[O:10].C[N+]1([O-])CC[O:18]CC1. Product: [Cl:8][C:6]1[S:7][C:3]([CH:2]=[O:18])=[C:4]([C:9]([O:11][CH2:12][CH3:13])=[O:10])[N:5]=1. The catalyst class is: 10. (2) Reactant: [Cl:1][C:2]1[CH:7]=[C:6](Cl)[N:5]2[N:9]=[CH:10][CH:11]=[C:4]2[N:3]=1.[NH2:12][CH:13]1[CH2:18][CH2:17][N:16]([C:19]([O:21][C:22]([CH3:25])([CH3:24])[CH3:23])=[O:20])[CH2:15][CH2:14]1.C(N(CC)CC)C.C(#N)C. Product: [Cl:1][C:2]1[CH:7]=[C:6]([NH:12][CH:13]2[CH2:14][CH2:15][N:16]([C:19]([O:21][C:22]([CH3:25])([CH3:24])[CH3:23])=[O:20])[CH2:17][CH2:18]2)[N:5]2[N:9]=[CH:10][CH:11]=[C:4]2[N:3]=1. The catalyst class is: 6. (3) Reactant: [C:1]([NH2:5])([CH3:4])([CH3:3])[CH3:2].[C:6](#[N:9])[CH:7]=[CH2:8]. Product: [C:1]([NH:5][CH2:8][CH2:7][C:6]#[N:9])([CH3:4])([CH3:3])[CH3:2]. The catalyst class is: 6. (4) Reactant: [F:1][C:2]1[C:7]([OH:8])=[CH:6][CH:5]=[C:4]([F:9])[C:3]=1[NH:10][C:11](=O)[C:12]1[CH:17]=[C:16]([C:18]2[CH:23]=[CH:22][CH:21]=[C:20]([F:24])[CH:19]=2)[CH:15]=[C:14]([F:25])[CH:13]=1. The catalyst class is: 1. Product: [F:1][C:2]1[C:3]([NH:10][CH2:11][C:12]2[CH:17]=[C:16]([C:18]3[CH:23]=[CH:22][CH:21]=[C:20]([F:24])[CH:19]=3)[CH:15]=[C:14]([F:25])[CH:13]=2)=[C:4]([F:9])[CH:5]=[CH:6][C:7]=1[OH:8]. (5) Reactant: [CH2:1]1[C:3]2([CH2:7][CH:6](CS([O-])(=O)=O)[CH2:5][O:4]2)[CH2:2]1.[OH:13][C:14]1[CH:23]=[C:22]2[C:17]([C:18]([O:24][C:25]3[CH:30]=[CH:29][C:28]([N:31]([C:40]4[CH:45]=[CH:44][CH:43]=[CH:42][CH:41]=4)[C:32]([C:34]4([C:37]([NH2:39])=[O:38])[CH2:36][CH2:35]4)=[O:33])=[CH:27][C:26]=3[F:46])=[CH:19][CH:20]=[N:21]2)=[CH:16][CH:15]=1.C(=O)([O-])[O-].[Cs+].[Cs+]. Product: [CH2:2]1[C:3]2([CH2:7][CH:6]([O:13][C:14]3[CH:23]=[C:22]4[C:17]([C:18]([O:24][C:25]5[CH:30]=[CH:29][C:28]([N:31]([C:40]6[CH:41]=[CH:42][CH:43]=[CH:44][CH:45]=6)[C:32]([C:34]6([C:37]([NH2:39])=[O:38])[CH2:36][CH2:35]6)=[O:33])=[CH:27][C:26]=5[F:46])=[CH:19][CH:20]=[N:21]4)=[CH:16][CH:15]=3)[CH2:5][O:4]2)[CH2:1]1. The catalyst class is: 80. (6) Reactant: C[O:2][C:3]1[CH:4]=[C:5]([CH2:9][C:10]#[N:11])[CH:6]=[CH:7][CH:8]=1.B(Br)(Br)Br.O. Product: [OH:2][C:3]1[CH:4]=[C:5]([CH2:9][C:10]#[N:11])[CH:6]=[CH:7][CH:8]=1. The catalyst class is: 4.